This data is from Reaction yield outcomes from USPTO patents with 853,638 reactions. The task is: Predict the reaction yield, written as a fraction of the theoretical maximum amount of product (1.0 means a 100% yield; for example, 0.34 means a 34% yield). The reactants are [C:1]([O:5][C:6]1[CH:7]=[C:8]([CH:11]=[CH:12][CH:13]=1)[CH:9]=O)([CH3:4])([CH3:3])[CH3:2].[O:14]([C:21]1[CH:22]=[C:23]([CH:25]=[CH:26][CH:27]=1)[NH2:24])[C:15]1[CH:20]=[CH:19][CH:18]=[CH:17][CH:16]=1.[BH-](OC(C)=O)(OC(C)=O)OC(C)=O.[Na+].C(O)(=O)C. The catalyst is C1COCC1.CCCCCC.C(OCC)(=O)C. The product is [O:14]([C:21]1[CH:22]=[C:23]([NH:24][CH2:9][C:8]2[CH:11]=[CH:12][CH:13]=[C:6]([O:5][C:1]([CH3:4])([CH3:3])[CH3:2])[CH:7]=2)[CH:25]=[CH:26][CH:27]=1)[C:15]1[CH:16]=[CH:17][CH:18]=[CH:19][CH:20]=1. The yield is 0.400.